Dataset: Full USPTO retrosynthesis dataset with 1.9M reactions from patents (1976-2016). Task: Predict the reactants needed to synthesize the given product. (1) Given the product [CH:19]12[CH:22]([S:23][CH2:12][C:9]3[C:4]([C:5]([O:7][CH3:8])=[O:6])=[C:3]([O:14][CH3:15])[C:2]([Br:1])=[CH:11][CH:10]=3)[CH:16]([CH2:21][CH2:20]1)[CH2:17][CH2:18]2, predict the reactants needed to synthesize it. The reactants are: [Br:1][C:2]1[C:3]([O:14][CH3:15])=[C:4]([C:9]([CH2:12]Br)=[CH:10][CH:11]=1)[C:5]([O:7][CH3:8])=[O:6].[CH:16]12[CH:22]([SH:23])[CH:19]([CH2:20][CH2:21]1)[CH2:18][CH2:17]2.C(=O)([O-])[O-].[K+].[K+]. (2) Given the product [CH3:20][C:21]1([CH3:28])[O:25][C@@H:24]([CH2:26][O:27][C:34]2[CH:33]=[C:32]([F:37])[C:31]([C:38]3[N:43]=[C:42]([C:44]([NH:46][C:47]4[CH:48]=[N:49][CH:50]=[CH:51][C:52]=4[C@@H:53]4[CH2:58][C@H:57]([CH3:59])[CH2:56][C@H:55]([NH:60][C:61](=[O:67])[O:62][C:63]([CH3:64])([CH3:66])[CH3:65])[CH2:54]4)=[O:45])[CH:41]=[CH:40][C:39]=3[F:68])=[C:30]([F:29])[CH:35]=2)[CH2:23][O:22]1, predict the reactants needed to synthesize it. The reactants are: C1(P(C2C=CC=CC=2)C2C=CC=CC=2)C=CC=CC=1.[CH3:20][C:21]1([CH3:28])[O:25][C@@H:24]([CH2:26][OH:27])[CH2:23][O:22]1.[F:29][C:30]1[CH:35]=[C:34](O)[CH:33]=[C:32]([F:37])[C:31]=1[C:38]1[N:43]=[C:42]([C:44]([NH:46][C:47]2[CH:48]=[N:49][CH:50]=[CH:51][C:52]=2[C@@H:53]2[CH2:58][C@H:57]([CH3:59])[CH2:56][C@H:55]([NH:60][C:61](=[O:67])[O:62][C:63]([CH3:66])([CH3:65])[CH3:64])[CH2:54]2)=[O:45])[CH:41]=[CH:40][C:39]=1[F:68].CC(OC(/N=N/C(OC(C)C)=O)=O)C. (3) Given the product [I:22][C:9]1[CH:10]=[C:11]([C:14]([O:20][CH3:21])=[C:15]([C:18]#[N:19])[C:16]#[N:17])[CH:12]=[CH:13][CH:8]=1, predict the reactants needed to synthesize it. The reactants are: O([C:8]1[CH:13]=[CH:12][C:11]([C:14]([O:20][CH3:21])=[C:15]([C:18]#[N:19])[C:16]#[N:17])=[CH:10][CH:9]=1)C1C=CC=CC=1.[I:22]C1C=C(C=CC=1)C(O)=O. (4) Given the product [NH2:5]/[C:10](/[CH2:9][CH2:8][CH2:7][CH:6]([CH3:12])[CH3:11])=[CH:14]\[C:13]([O:16][CH2:17][CH3:18])=[O:15], predict the reactants needed to synthesize it. The reactants are: C([O-])(=O)C.[NH4+:5].[C:6]1([CH3:12])[CH:11]=[CH:10][CH:9]=[CH:8][CH:7]=1.[C:13]([O:16][CH2:17][CH3:18])(=[O:15])[CH3:14]. (5) Given the product [N:9]1[CH:10]=[CH:11][CH:12]=[CH:13][C:8]=1[C@:7]12[CH2:14][O:15][C@H:6]1[CH2:5][N:4]([C:20]([O:22][C:23]([CH3:26])([CH3:25])[CH3:24])=[O:21])[CH2:3][CH2:2]2, predict the reactants needed to synthesize it. The reactants are: O[C@@H:2]1[C@@:7]([CH2:14][O:15]S(C)(=O)=O)([C:8]2[CH:13]=[CH:12][CH:11]=[CH:10][N:9]=2)[CH2:6][CH2:5][N:4]([C:20]([O:22][C:23]([CH3:26])([CH3:25])[CH3:24])=[O:21])[CH2:3]1.C1CCN2C(=NCCC2)CC1. (6) Given the product [Cl:50][C:51]1[CH:52]=[C:53]([C:58]([F:63])([F:62])[C:59]([NH:6][CH2:7][C:8]2[CH:9]=[C:10]3[C:14](=[CH:15][CH:16]=2)[C:13](=[O:17])[N:12]([CH:18]2[CH2:23][CH2:22][C:21](=[O:24])[NH:20][C:19]2=[O:25])[CH2:11]3)=[O:60])[CH:54]=[CH:55][C:56]=1[Cl:57], predict the reactants needed to synthesize it. The reactants are: CS(O)(=O)=O.[NH2:6][CH2:7][C:8]1[CH:9]=[C:10]2[C:14](=[CH:15][CH:16]=1)[C:13](=[O:17])[N:12]([CH:18]1[CH2:23][CH2:22][C:21](=[O:24])[NH:20][C:19]1=[O:25])[CH2:11]2.CN(C(ON1N=NC2C=CC=NC1=2)=[N+](C)C)C.F[P-](F)(F)(F)(F)F.[Cl:50][C:51]1[CH:52]=[C:53]([C:58]([F:63])([F:62])[C:59](O)=[O:60])[CH:54]=[CH:55][C:56]=1[Cl:57].C(N(C(C)C)C(C)C)C. (7) Given the product [CH3:1][C:2]1[CH:7]=[CH:6][C:5]([CH3:8])=[CH:4][C:3]=1[C:9]1[C:13]([NH:14][C:24]([C:17]2[CH:16]=[N:15][N:19]3[CH:20]=[CH:21][CH:22]=[N:23][C:18]=23)=[O:25])=[CH:12][NH:11][N:10]=1, predict the reactants needed to synthesize it. The reactants are: [CH3:1][C:2]1[CH:7]=[CH:6][C:5]([CH3:8])=[CH:4][C:3]=1[C:9]1[C:13]([NH2:14])=[CH:12][NH:11][N:10]=1.[N:15]1[N:19]2[CH:20]=[CH:21][CH:22]=[N:23][C:18]2=[C:17]([C:24](O)=[O:25])[CH:16]=1.F[P-](F)(F)(F)(F)F.N1(O[P+](N2CCCC2)(N2CCCC2)N2CCCC2)C2N=CC=CC=2N=N1.C(N(CC)C(C)C)(C)C. (8) Given the product [CH3:10][N:11]1[CH:15]=[C:14]([C:2]2[N:7]=[CH:6][C:5]([CH2:8][OH:9])=[CH:4][CH:3]=2)[CH:13]=[N:12]1, predict the reactants needed to synthesize it. The reactants are: Cl[C:2]1[N:7]=[CH:6][C:5]([CH2:8][OH:9])=[CH:4][CH:3]=1.[CH3:10][N:11]1[CH:15]=[C:14](B2OC(C)(C)C(C)(C)O2)[CH:13]=[N:12]1.C1(P(C2CCCCC2)C2CCCCC2)CCCCC1.P([O-])([O-])([O-])=O.[K+].[K+].[K+]. (9) Given the product [C:14]([O:18][C:19](=[O:38])[NH:20][C:21]1[CH2:22][O:23][CH2:24][C@:25]([C:30]2[CH:35]=[C:34]([NH:36][C:8]([C:5]3[C:4]([CH2:11][O:12][CH3:13])=[CH:3][C:2]([Cl:1])=[CH:7][N:6]=3)=[O:10])[CH:33]=[CH:32][C:31]=2[F:37])([CH:27]([F:29])[F:28])[N:26]=1)([CH3:17])([CH3:15])[CH3:16], predict the reactants needed to synthesize it. The reactants are: [Cl:1][C:2]1[CH:3]=[C:4]([CH2:11][O:12][CH3:13])[C:5]([C:8]([OH:10])=O)=[N:6][CH:7]=1.[C:14]([O:18][C:19](=[O:38])[NH:20][C:21]1[CH2:22][O:23][CH2:24][C@:25]([C:30]2[CH:35]=[C:34]([NH2:36])[CH:33]=[CH:32][C:31]=2[F:37])([CH:27]([F:29])[F:28])[N:26]=1)([CH3:17])([CH3:16])[CH3:15].C1C=NC2N(O)N=NC=2C=1.CCN(C(C)C)C(C)C.C(Cl)CCl.